This data is from Catalyst prediction with 721,799 reactions and 888 catalyst types from USPTO. The task is: Predict which catalyst facilitates the given reaction. (1) Reactant: [F:1][C:2]([F:20])([F:19])[C:3]1[CH:8]=[CH:7][C:6]([C@@H:9]2[C:14]3=[N:15][CH:16]=[CH:17][N:18]=[C:13]3[CH2:12][CH2:11][NH:10]2)=[CH:5][CH:4]=1.[N:21]1[CH:26]=[CH:25][CH:24]=[C:23]([N:27]=[C:28]=[O:29])[CH:22]=1. Product: [N:21]1[CH:26]=[CH:25][CH:24]=[C:23]([NH:27][C:28]([N:10]2[CH2:11][CH2:12][C:13]3[C:14](=[N:15][CH:16]=[CH:17][N:18]=3)[C@H:9]2[C:6]2[CH:7]=[CH:8][C:3]([C:2]([F:1])([F:19])[F:20])=[CH:4][CH:5]=2)=[O:29])[CH:22]=1. The catalyst class is: 2. (2) Reactant: Cl[C:2]1[CH:7]=[CH:6][N:5]=[CH:4][C:3]=1[N+:8]([O-:10])=[O:9].[NH:11]1[CH2:16][CH2:15][CH2:14][CH2:13][CH2:12]1. Product: [N+:8]([C:3]1[CH:4]=[N:5][CH:6]=[CH:7][C:2]=1[N:11]1[CH2:16][CH2:15][CH2:14][CH2:13][CH2:12]1)([O-:10])=[O:9]. The catalyst class is: 8. (3) Reactant: [CH2:1]([O:4][C:5]1[S:6][C:7]([CH:10]=O)=[CH:8][N:9]=1)[C:2]#[CH:3].[C:12](#[N:16])[CH2:13][C:14]#[N:15]. Product: [CH2:1]([O:4][C:5]1[S:6][C:7]([CH:10]=[C:13]([C:12]#[N:16])[C:14]#[N:15])=[CH:8][N:9]=1)[C:2]#[CH:3]. The catalyst class is: 97. (4) Reactant: [C:1]([C:3]1[CH:8]=[CH:7][CH:6]=[CH:5][CH:4]=1)#[CH:2].[Li][CH2:10]CCC.[CH:14](=[O:21])[C:15]1[CH:20]=[CH:19][CH:18]=[CH:17][CH:16]=1.IC. Product: [CH3:10][O:21][CH:14]([C:15]1[CH:20]=[CH:19][CH:18]=[CH:17][CH:16]=1)[C:2]#[C:1][C:3]1[CH:8]=[CH:7][CH:6]=[CH:5][CH:4]=1. The catalyst class is: 1. (5) Reactant: [NH2:1][C:2]1[N:6]([C:7]2[CH:15]=[CH:14][C:10]([C:11](O)=[O:12])=[CH:9][CH:8]=2)[N:5]=[C:4]([C:16]([CH3:19])([CH3:18])[CH3:17])[CH:3]=1.B.Cl. Product: [NH2:1][C:2]1[N:6]([C:7]2[CH:15]=[CH:14][C:10]([CH2:11][OH:12])=[CH:9][CH:8]=2)[N:5]=[C:4]([C:16]([CH3:19])([CH3:18])[CH3:17])[CH:3]=1. The catalyst class is: 1. (6) Reactant: F[B-](F)(F)F.[O:6]=[N+:7]=[O:8].[OH:9][C:10]1[C:18]2[S:17][C:16]([NH:19][C:20]([NH:22][CH2:23][CH3:24])=[O:21])=[N:15][C:14]=2[CH:13]=[CH:12][CH:11]=1. Product: [OH:9][C:10]1[C:18]2[S:17][C:16]([NH:19][C:20]([NH:22][CH2:23][CH3:24])=[O:21])=[N:15][C:14]=2[CH:13]=[CH:12][C:11]=1[N+:7]([O-:8])=[O:6]. The catalyst class is: 753.